From a dataset of Peptide-MHC class I binding affinity with 185,985 pairs from IEDB/IMGT. Regression. Given a peptide amino acid sequence and an MHC pseudo amino acid sequence, predict their binding affinity value. This is MHC class I binding data. (1) The peptide sequence is LTDFQSHQLW. The MHC is HLA-B53:01 with pseudo-sequence HLA-B53:01. The binding affinity (normalized) is 0.319. (2) The peptide sequence is VGNEYVKF. The MHC is Mamu-B52 with pseudo-sequence Mamu-B52. The binding affinity (normalized) is 0.856. (3) The peptide sequence is RQNAAIEAL. The MHC is HLA-A02:19 with pseudo-sequence HLA-A02:19. The binding affinity (normalized) is 0.0847. (4) The peptide sequence is EMADYIFFV. The MHC is HLA-B57:01 with pseudo-sequence HLA-B57:01. The binding affinity (normalized) is 0.0847.